From a dataset of Catalyst prediction with 721,799 reactions and 888 catalyst types from USPTO. Predict which catalyst facilitates the given reaction. (1) Reactant: [F:1][C:2]1[CH:3]=[CH:4][C:5]([CH3:19])=[C:6]([C:8]2[CH:17]=[C:16]3[C:11]([CH:12]=[C:13]([NH2:18])[N:14]=[CH:15]3)=[CH:10][CH:9]=2)[CH:7]=1.[F:20][B-](F)(F)F.F[B-](F)(F)F.ClC[N+]12CC[N+](F)(CC1)CC2. Product: [F:20][C:12]1[C:11]2[C:16](=[CH:17][C:8]([C:6]3[CH:7]=[C:2]([F:1])[CH:3]=[CH:4][C:5]=3[CH3:19])=[CH:9][CH:10]=2)[CH:15]=[N:14][C:13]=1[NH2:18]. The catalyst class is: 47. (2) Reactant: [Cl:1][C:2]1[CH:7]=[CH:6][CH:5]=[CH:4][C:3]=1[C@H:8]([N:18]([C:41]1[CH:46]=[CH:45][CH:44]=[C:43]([F:47])[CH:42]=1)[C:19]([C@@H:21]1[CH2:25][C@H:24](OS(C2C=CC(C)=CC=2)(=O)=O)[CH2:23][N:22]1[C:37]([O:39][CH3:40])=[O:38])=[O:20])[C:9]([NH:11][CH:12]1[CH2:15][C:14]([F:17])([F:16])[CH2:13]1)=[O:10].[N-:48]=[N+:49]=[N-:50].[Na+].O. Product: [N:48]([C@H:24]1[CH2:23][N:22]([C:37]([O:39][CH3:40])=[O:38])[C@H:21]([C:19](=[O:20])[N:18]([C@@H:8]([C:3]2[CH:4]=[CH:5][CH:6]=[CH:7][C:2]=2[Cl:1])[C:9]([NH:11][CH:12]2[CH2:13][C:14]([F:16])([F:17])[CH2:15]2)=[O:10])[C:41]2[CH:46]=[CH:45][CH:44]=[C:43]([F:47])[CH:42]=2)[CH2:25]1)=[N+:49]=[N-:50]. The catalyst class is: 3. (3) Reactant: [CH3:1][O:2][C:3](=[O:18])[CH:4]([C:10]([C:12]1[CH:13]=[N:14][CH:15]=[CH:16][CH:17]=1)=O)[C:5]([CH:7]1[CH2:9][CH2:8]1)=O.[F:19][C:20]([F:30])([F:29])[C:21]1[CH:22]=[C:23]([NH:27][NH2:28])[CH:24]=[CH:25][CH:26]=1. Product: [CH3:1][O:2][C:3]([C:4]1[C:10]([C:12]2[CH:13]=[N:14][CH:15]=[CH:16][CH:17]=2)=[N:28][N:27]([C:23]2[CH:24]=[CH:25][CH:26]=[C:21]([C:20]([F:19])([F:30])[F:29])[CH:22]=2)[C:5]=1[CH:7]1[CH2:9][CH2:8]1)=[O:18]. The catalyst class is: 15. (4) Reactant: [OH:1][C:2]1[CH:3]=[C:4]2[C:8](=[CH:9][CH:10]=1)[NH:7][C:6]([C:11]([O:13][CH2:14][CH3:15])=[O:12])=[CH:5]2.[Br:16][C:17]1[CH:22]=[CH:21][C:20]([CH2:23]Br)=[CH:19][CH:18]=1.C(=O)([O-])[O-].[K+].[K+]. Product: [Br:16][C:17]1[CH:22]=[CH:21][C:20]([CH2:23][O:1][C:2]2[CH:3]=[C:4]3[C:8](=[CH:9][CH:10]=2)[NH:7][C:6]([C:11]([O:13][CH2:14][CH3:15])=[O:12])=[CH:5]3)=[CH:19][CH:18]=1. The catalyst class is: 10. (5) Reactant: [ClH:1].C(OC([N:9]1[CH2:14][CH2:13][N:12]([C:15]2[CH:20]=[CH:19][CH:18]=[CH:17][C:16]=2[CH2:21][N:22]2[CH2:26][CH2:25][CH2:24][CH2:23]2)[CH2:11][CH2:10]1)=O)(C)(C)C. Product: [ClH:1].[ClH:1].[N:22]1([CH2:21][C:16]2[CH:17]=[CH:18][CH:19]=[CH:20][C:15]=2[N:12]2[CH2:11][CH2:10][NH:9][CH2:14][CH2:13]2)[CH2:23][CH2:24][CH2:25][CH2:26]1. The catalyst class is: 12. (6) Reactant: C([C@@H](N[C@@H](CC(C)C)C(O)=O)C[C:6]1[C:14]2[C:9](=[CH:10][CH:11]=[CH:12][CH:13]=2)[N:8](CC2C=C(Cl)C=C(Cl)C=2)[CH:7]=1)(O)=O.O.O.[OH-].[Li+]. Product: [NH:8]1[C:9]2[C:14](=[CH:13][CH:12]=[CH:11][CH:10]=2)[CH:6]=[CH:7]1. The catalyst class is: 83.